From a dataset of Reaction yield outcomes from USPTO patents with 853,638 reactions. Predict the reaction yield, written as a fraction of the theoretical maximum amount of product (1.0 means a 100% yield; for example, 0.34 means a 34% yield). (1) The reactants are [CH3:13][C:12]([O:11][C:9](O[C:9]([O:11][C:12]([CH3:15])([CH3:14])[CH3:13])=[O:10])=[O:10])([CH3:15])[CH3:14].[Br:16][C:17]1[CH:22]=[C:21]([C:23]([F:26])([F:25])[F:24])[C:20]([Cl:27])=[CH:19][C:18]=1[NH2:28]. The catalyst is CN(C1C=CN=CC=1)C.C1COCC1. The product is [C:12]([O:11][C:9]([N:28]([C:9]([O:11][C:12]([CH3:13])([CH3:14])[CH3:15])=[O:10])[C:18]1[C:17]([Br:16])=[CH:22][C:21]([C:23]([F:25])([F:26])[F:24])=[C:20]([Cl:27])[CH:19]=1)=[O:10])([CH3:15])([CH3:14])[CH3:13]. The yield is 0.990. (2) The product is [O:6]1[C:7]2[CH:12]=[CH:11][C:10]([C:13]3([C:16]([OH:18])=[O:17])[CH2:15][CH2:14]3)=[CH:9][C:8]=2[CH:4]=[CH:5]1. The reactants are C(O[CH:4](OCC)[CH2:5][O:6][C:7]1[CH:12]=[CH:11][C:10]([C:13]2([C:16]([OH:18])=[O:17])[CH2:15][CH2:14]2)=[CH:9][CH:8]=1)C. The yield is 0.0500. The catalyst is C1(C)C(C)=CC=CC=1. (3) The reactants are [F:1][C:2]1[CH:3]=[C:4]([C:13]2[CH:14]=[C:15]([CH:20]=[CH:21][N:22]=2)[C:16]([O:18][CH3:19])=[O:17])[CH:5]=[C:6]([F:12])[C:7]=1[C:8]([F:11])([F:10])[F:9].[ClH:23]. The catalyst is CO.[Pt](=O)=O. The product is [ClH:23].[F:12][C:6]1[CH:5]=[C:4]([CH:13]2[CH2:14][CH:15]([C:16]([O:18][CH3:19])=[O:17])[CH2:20][CH2:21][NH:22]2)[CH:3]=[C:2]([F:1])[C:7]=1[C:8]([F:11])([F:9])[F:10]. The yield is 0.870. (4) The reactants are [CH3:1][C:2]1[N:7]=[C:6]([S:8][CH2:9][CH2:10][OH:11])[CH:5]=[CH:4][C:3]=1[N+:12]([O-])=O. The catalyst is [Zn].C(O)(=O)C. The product is [NH2:12][C:3]1[CH:4]=[CH:5][C:6]([S:8][CH2:9][CH2:10][OH:11])=[N:7][C:2]=1[CH3:1]. The yield is 0.330. (5) The reactants are C([NH:8][C:9]1[CH:10]=[C:11]([CH2:16][CH:17]([CH:25]2[CH2:28][CH2:27][CH2:26]2)[C:18]([O:20][C:21]([CH3:24])([CH3:23])[CH3:22])=[O:19])[CH:12]=[CH:13][C:14]=1[Cl:15])C1C=CC=CC=1. The catalyst is C(OCC)(=O)C.[Pd]. The product is [NH2:8][C:9]1[CH:10]=[C:11]([CH2:16][CH:17]([CH:25]2[CH2:26][CH2:27][CH2:28]2)[C:18]([O:20][C:21]([CH3:24])([CH3:23])[CH3:22])=[O:19])[CH:12]=[CH:13][C:14]=1[Cl:15]. The yield is 0.782. (6) The reactants are [Cl:1][C:2]1[CH:9]=[CH:8][C:5]([CH2:6][NH2:7])=[CH:4][CH:3]=1.C[Al](C)C.[I:14][C:15]1[CH:16]=[CH:17][C:18]2[N:19]([CH:30]=1)[C:20](=[O:29])[C:21]([C:24](OCC)=[O:25])=[CH:22][N:23]=2.Cl. The catalyst is C1(C)C=CC=CC=1.O. The product is [Cl:1][C:2]1[CH:9]=[CH:8][C:5]([CH2:6][NH:7][C:24]([C:21]2[C:20](=[O:29])[N:19]3[CH:30]=[C:15]([I:14])[CH:16]=[CH:17][C:18]3=[N:23][CH:22]=2)=[O:25])=[CH:4][CH:3]=1. The yield is 0.580.